Dataset: Full USPTO retrosynthesis dataset with 1.9M reactions from patents (1976-2016). Task: Predict the reactants needed to synthesize the given product. (1) Given the product [Cl:1][C:2]1[C:3]([CH:9]([S:24]([C:32]2[CH:33]=[CH:34][C:29]([Cl:28])=[CH:30][CH:31]=2)(=[O:25])=[O:37])[C:11]2[CH:16]=[CH:15][N:14]=[CH:13][CH:12]=2)=[N:4][C:5]([Cl:8])=[CH:6][CH:7]=1, predict the reactants needed to synthesize it. The reactants are: [Cl:1][C:2]1[C:3]([CH:9]([C:11]2[CH:16]=[CH:15][N:14]=[CH:13][CH:12]=2)O)=[N:4][C:5]([Cl:8])=[CH:6][CH:7]=1.C(N(CC)CC)C.[S:24](Cl)(Cl)=[O:25].[Cl:28][C:29]1[CH:34]=[CH:33][C:32](S)=[CH:31][CH:30]=1.C(=O)([O-])[O-:37].[K+].[K+].OO.C(=O)(O)[O-].[Na+]. (2) Given the product [CH:36]1[C:37]2[C:42](=[CH:41][CH:40]=[CH:39][CH:38]=2)[CH:43]=[CH:44][C:35]=1[CH2:34][O:33][CH:21]1[CH:20]([C:17]2[CH:16]=[CH:15][C:14]([CH2:13][CH2:12][C:11]3[O:45][C:1]([C:2]4[CH:3]=[CH:4][CH:5]=[CH:6][CH:7]=4)=[N:9][N:10]=3)=[CH:19][CH:18]=2)[CH2:25][CH2:24][N:23]([C:26]([O:28][C:29]([CH3:31])([CH3:30])[CH3:32])=[O:27])[CH2:22]1, predict the reactants needed to synthesize it. The reactants are: [C:1]([NH:9][NH:10][C:11](=[O:45])[CH2:12][CH2:13][C:14]1[CH:19]=[CH:18][C:17]([CH:20]2[CH2:25][CH2:24][N:23]([C:26]([O:28][C:29]([CH3:32])([CH3:31])[CH3:30])=[O:27])[CH2:22][CH:21]2[O:33][CH2:34][C:35]2[CH:44]=[CH:43][C:42]3[C:37](=[CH:38][CH:39]=[CH:40][CH:41]=3)[CH:36]=2)=[CH:16][CH:15]=1)(=O)[C:2]1[CH:7]=[CH:6][CH:5]=[CH:4][CH:3]=1.[F-].C([N+](CCCC)(CCCC)CCCC)CCC.C(Cl)Cl.O. (3) Given the product [F:34][C@H:35]1[CH:40]([O:41][C:42]2[CH:49]=[CH:48][C:47]([C:50]3[N:55]=[C:54]([NH:56][C:57]4[CH:62]=[CH:61][C:60]([N:63]5[CH2:64][CH2:65][N:66]([CH:69]6[CH2:72][O:71][CH2:70]6)[CH2:67][CH2:68]5)=[CH:59][CH:58]=4)[N:53]=[CH:52][N:51]=3)=[CH:46][C:43]=2[C:44]#[N:45])[CH2:39][CH2:38][N:37]([C:7]([C@H:5]2[CH2:4][CH2:3][C:2](=[O:1])[NH:6]2)=[O:9])[CH2:36]1, predict the reactants needed to synthesize it. The reactants are: [O:1]=[C:2]1[NH:6][C@@H:5]([C:7]([OH:9])=O)[CH2:4][CH2:3]1.CN(C(ON1N=NC2C=CC=NC1=2)=[N+](C)C)C.F[P-](F)(F)(F)(F)F.[F:34][C@H:35]1[C@@H:40]([O:41][C:42]2[CH:49]=[CH:48][C:47]([C:50]3[N:55]=[C:54]([NH:56][C:57]4[CH:62]=[CH:61][C:60]([N:63]5[CH2:68][CH2:67][N:66]([CH:69]6[CH2:72][O:71][CH2:70]6)[CH2:65][CH2:64]5)=[CH:59][CH:58]=4)[N:53]=[CH:52][N:51]=3)=[CH:46][C:43]=2[C:44]#[N:45])[CH2:39][CH2:38][NH:37][CH2:36]1.CCN(C(C)C)C(C)C. (4) Given the product [N:38]1([C:2]2[N:7]=[C:6]([C:8]([F:11])([F:10])[F:9])[C:5]([C:12]([NH:27][CH2:26][C:25]3[CH:28]=[CH:29][C:22]([C:21]([F:30])([F:31])[F:20])=[CH:23][CH:24]=3)=[O:13])=[CH:4][N:3]=2)[CH2:42][CH2:41][CH2:40][CH2:39]1, predict the reactants needed to synthesize it. The reactants are: Cl[C:2]1[N:7]=[C:6]([C:8]([F:11])([F:10])[F:9])[C:5]([C:12](Cl)=[O:13])=[CH:4][N:3]=1.C(=O)(O)[O-].[Na+].[F:20][C:21]([F:31])([F:30])[C:22]1[CH:29]=[CH:28][C:25]([CH2:26][NH2:27])=[CH:24][CH:23]=1.C(=O)([O-])[O-].[K+].[K+].[NH:38]1[CH2:42][CH2:41][CH2:40][CH2:39]1. (5) Given the product [Cl:1][C:2]1[C:7]([C:8]([O:10][CH2:20][CH3:21])=[O:9])=[CH:6][C:5]([F:11])=[C:4]([N:17]2[CH2:18][CH2:19][N:14]([CH3:13])[CH2:15][CH2:16]2)[N:3]=1, predict the reactants needed to synthesize it. The reactants are: [Cl:1][C:2]1[C:7]([C:8]([O-:10])=[O:9])=[CH:6][C:5]([F:11])=[C:4](Cl)[N:3]=1.[CH3:13][N:14]1[CH2:19][CH2:18][NH:17][CH2:16][CH2:15]1.[CH2:20](N(CC)CC)[CH3:21]. (6) Given the product [CH3:17][O:19][C:18](=[O:21])[CH2:12][C:4]1[CH:5]=[C:6]([C:8]([F:9])([F:10])[F:11])[CH:7]=[C:2]([O:28][CH3:27])[CH:3]=1, predict the reactants needed to synthesize it. The reactants are: O[C:2]1[CH:3]=[C:4]([CH2:12]C(O)=O)[CH:5]=[C:6]([C:8]([F:11])([F:10])[F:9])[CH:7]=1.I[CH3:17].[C:18](=[O:21])([O-])[O-:19].[K+].[K+].CN([CH:27]=[O:28])C.